Predict the reaction yield, written as a fraction of the theoretical maximum amount of product (1.0 means a 100% yield; for example, 0.34 means a 34% yield). From a dataset of Reaction yield outcomes from USPTO patents with 853,638 reactions. (1) The reactants are [CH3:1][O:2][C:3]1[CH:8]=[CH:7][C:6]([C:9]2([C:12]([OH:14])=[O:13])[CH2:11][CH2:10]2)=[CH:5][CH:4]=1.O.[C:16]1(C)C=CC(S(O)(=O)=O)=CC=1. The catalyst is CO. The product is [CH3:16][O:13][C:12]([C:9]1([C:6]2[CH:5]=[CH:4][C:3]([O:2][CH3:1])=[CH:8][CH:7]=2)[CH2:10][CH2:11]1)=[O:14]. The yield is 0.990. (2) The reactants are Br[C:2]1[CH:3]=[C:4]2[CH2:10][C:9](=[O:11])[NH:8][C:5]2=[N:6][CH:7]=1.[CH3:12][O:13][C:14]1[CH:15]=[C:16](B(O)O)[CH:17]=[C:18]([O:22][CH3:23])[C:19]=1[O:20][CH3:21]. The catalyst is CC#N.C([O-])([O-])=O.[Na+].[Na+].Cl[Pd](Cl)([P](C1C=CC=CC=1)(C1C=CC=CC=1)C1C=CC=CC=1)[P](C1C=CC=CC=1)(C1C=CC=CC=1)C1C=CC=CC=1. The product is [CH3:23][O:22][C:18]1[CH:17]=[C:16]([C:2]2[CH:3]=[C:4]3[CH2:10][C:9](=[O:11])[NH:8][C:5]3=[N:6][CH:7]=2)[CH:15]=[C:14]([O:13][CH3:12])[C:19]=1[O:20][CH3:21]. The yield is 0.300. (3) The reactants are C([O:8][C:9]1[C:10]([F:27])=[C:11]([C:16]2[N:21]=[C:20]([C:22]([O:24][CH3:25])=[O:23])[CH:19]=[CH:18][C:17]=2[F:26])[C:12]([F:15])=[CH:13][CH:14]=1)C1C=CC=CC=1. The catalyst is CO.C(OCC)(=O)C.[Pd]. The product is [F:27][C:10]1[C:9]([OH:8])=[CH:14][CH:13]=[C:12]([F:15])[C:11]=1[C:16]1[N:21]=[C:20]([C:22]([O:24][CH3:25])=[O:23])[CH:19]=[CH:18][C:17]=1[F:26]. The yield is 0.860. (4) The reactants are [C:1]([O:5][C:6](=[O:41])[CH2:7][N:8]([C:16]1[CH:21]=[CH:20][CH:19]=[C:18]([CH:22]([CH2:33][C:34]2[CH:39]=[CH:38][C:37](Br)=[CH:36][CH:35]=2)[NH:23][S:24]([C:27]2[CH:28]=[N:29][CH:30]=[CH:31][CH:32]=2)(=[O:26])=[O:25])[N:17]=1)[C:9]([O:11][C:12]([CH3:15])([CH3:14])[CH3:13])=[O:10])([CH3:4])([CH3:3])[CH3:2].[Cl:42][C:43]1[CH:48]=[CH:47][C:46](B(O)O)=[CH:45][CH:44]=1. No catalyst specified. The product is [C:1]([O:5][C:6](=[O:41])[CH2:7][N:8]([C:9]([O:11][C:12]([CH3:15])([CH3:14])[CH3:13])=[O:10])[C:16]1[CH:21]=[CH:20][CH:19]=[C:18]([CH:22]([CH2:33][C:34]2[CH:39]=[CH:38][C:37]([C:46]3[CH:47]=[CH:48][C:43]([Cl:42])=[CH:44][CH:45]=3)=[CH:36][CH:35]=2)[NH:23][S:24]([C:27]2[CH:28]=[N:29][CH:30]=[CH:31][CH:32]=2)(=[O:26])=[O:25])[N:17]=1)([CH3:4])([CH3:3])[CH3:2]. The yield is 0.840.